This data is from Retrosynthesis with 50K atom-mapped reactions and 10 reaction types from USPTO. The task is: Predict the reactants needed to synthesize the given product. (1) Given the product CS(=O)(=O)c1ccc(-n2ncc(N)c2-c2ccc(Br)cc2)cc1F, predict the reactants needed to synthesize it. The reactants are: CS(=O)(=O)c1ccc(-n2ncc([N+](=O)[O-])c2-c2ccc(Br)cc2)cc1F. (2) Given the product CC(=O)N(C1CCCCC1)C1CCN(CCC(CN(C)C(=O)c2ccccc2)c2ccc(Cl)c(Cl)c2)CC1, predict the reactants needed to synthesize it. The reactants are: CC(=O)OC(C)=O.CN(CC(CCN1CCC(NC2CCCCC2)CC1)c1ccc(Cl)c(Cl)c1)C(=O)c1ccccc1. (3) Given the product CC[C@H](C)[C@H](N)C(=O)N1CCC[C@H]1C(=O)OCc1ccccc1, predict the reactants needed to synthesize it. The reactants are: CC[C@H](C)[C@H](NC(=O)OC(C)(C)C)C(=O)N1CCC[C@H]1C(=O)OCc1ccccc1. (4) Given the product Cc1ccc2c(c1)C1CN(CCCC#N)CCC1N2, predict the reactants needed to synthesize it. The reactants are: Cc1ccc2c(c1)C1CNCCC1N2.N#CCCCBr.